This data is from Full USPTO retrosynthesis dataset with 1.9M reactions from patents (1976-2016). The task is: Predict the reactants needed to synthesize the given product. (1) Given the product [F:15][C:16]([F:27])([F:28])[O:17][C:18]1[CH:23]=[CH:22][C:21]([C:2]2[CH:11]=[N:10][CH:9]=[C:8]3[C:3]=2[CH:4]=[C:5]([C:12]([NH2:14])=[O:13])[CH:6]=[N:7]3)=[CH:20][CH:19]=1, predict the reactants needed to synthesize it. The reactants are: Br[C:2]1[CH:11]=[N:10][CH:9]=[C:8]2[C:3]=1[CH:4]=[C:5]([C:12]([NH2:14])=[O:13])[CH:6]=[N:7]2.[F:15][C:16]([F:28])([F:27])[O:17][C:18]1[CH:23]=[CH:22][C:21](B(O)O)=[CH:20][CH:19]=1.C(=O)([O-])[O-].[Cs+].[Cs+]. (2) Given the product [Cl:1][C:2]1[CH:3]=[C:4]([CH:23]=[CH:24][C:25]=1[O:26][CH2:27][C:28]1[CH:33]=[CH:32][CH:31]=[C:30]([F:34])[CH:29]=1)[NH:5][C:6]1[C:15]2[C:10](=[CH:11][CH:12]=[CH:13][C:14]=2[O:16][CH:17]2[CH2:22][CH2:21][N:20]([CH2:36][C:37]([O:39][CH3:40])=[O:38])[CH2:19][CH2:18]2)[N:9]=[CH:8][N:7]=1, predict the reactants needed to synthesize it. The reactants are: [Cl:1][C:2]1[CH:3]=[C:4]([CH:23]=[CH:24][C:25]=1[O:26][CH2:27][C:28]1[CH:33]=[CH:32][CH:31]=[C:30]([F:34])[CH:29]=1)[NH:5][C:6]1[C:15]2[C:10](=[CH:11][CH:12]=[CH:13][C:14]=2[O:16][CH:17]2[CH2:22][CH2:21][NH:20][CH2:19][CH2:18]2)[N:9]=[CH:8][N:7]=1.Br[CH2:36][C:37]([O:39][CH3:40])=[O:38].